This data is from Full USPTO retrosynthesis dataset with 1.9M reactions from patents (1976-2016). The task is: Predict the reactants needed to synthesize the given product. (1) Given the product [NH2:7][C:8]1[CH:13]=[CH:12][C:11]([C:14]2[S:15][CH:16]=[CH:17][CH:18]=2)=[CH:10][C:9]=1[NH:19][C:20](=[O:36])[C:21]1[CH:26]=[CH:25][C:24]([CH2:27][C:28](=[O:35])[NH:29][CH2:30][Si:31]([CH3:33])([CH3:32])[CH3:34])=[CH:23][CH:22]=1, predict the reactants needed to synthesize it. The reactants are: C(OC(=O)[NH:7][C:8]1[CH:13]=[CH:12][C:11]([C:14]2[S:15][CH:16]=[CH:17][CH:18]=2)=[CH:10][C:9]=1[NH:19][C:20](=[O:36])[C:21]1[CH:26]=[CH:25][C:24]([CH2:27][C:28](=[O:35])[NH:29][CH2:30][Si:31]([CH3:34])([CH3:33])[CH3:32])=[CH:23][CH:22]=1)(C)(C)C.C(O)(C(F)(F)F)=O. (2) Given the product [NH2:1][C:2]1[N:7]=[CH:6][N:5]=[C:4]2[N:8]([C:32]3[CH:37]=[CH:36][N:35]=[C:34]([N:39]4[CH2:44][CH2:43][O:42][CH2:41][CH2:40]4)[CH:33]=3)[N:9]=[C:10]([C:11]3[CH:16]=[CH:15][C:14]([NH:17][C:18]([C:20]4[N:21]([CH3:29])[C:22]5[C:27]([CH:28]=4)=[CH:26][CH:25]=[CH:24][CH:23]=5)=[O:19])=[C:13]([O:30][CH3:31])[CH:12]=3)[C:3]=12, predict the reactants needed to synthesize it. The reactants are: [NH2:1][C:2]1[N:7]=[CH:6][N:5]=[C:4]2[N:8]([C:32]3[CH:37]=[CH:36][N:35]=[C:34](Cl)[CH:33]=3)[N:9]=[C:10]([C:11]3[CH:16]=[CH:15][C:14]([NH:17][C:18]([C:20]4[N:21]([CH3:29])[C:22]5[C:27]([CH:28]=4)=[CH:26][CH:25]=[CH:24][CH:23]=5)=[O:19])=[C:13]([O:30][CH3:31])[CH:12]=3)[C:3]=12.[NH:39]1[CH2:44][CH2:43][O:42][CH2:41][CH2:40]1. (3) Given the product [NH2:27][C:23]1[N:24]=[CH:25][N:26]=[C:21]([NH:1][C@H:2]([C:5]2[N:14]([CH:15]3[CH2:16][CH2:17]3)[C:13](=[O:18])[C:12]3[C:7](=[CH:8][CH:9]=[CH:10][C:11]=3[Cl:19])[N:6]=2)[CH2:3][CH3:4])[C:22]=1[C:28]1[CH:33]=[CH:32][CH:31]=[CH:30][N:29]=1, predict the reactants needed to synthesize it. The reactants are: [NH2:1][C@H:2]([C:5]1[N:14]([CH:15]2[CH2:17][CH2:16]2)[C:13](=[O:18])[C:12]2[C:7](=[CH:8][CH:9]=[CH:10][C:11]=2[Cl:19])[N:6]=1)[CH2:3][CH3:4].Cl[C:21]1[N:26]=[CH:25][N:24]=[C:23]([NH2:27])[C:22]=1[C:28]1[CH:33]=[CH:32][CH:31]=[CH:30][N:29]=1.C(N(C(C)C)CC)(C)C. (4) Given the product [BrH:15].[N:3]1[CH2:4][CH2:5][N:1]2[C:2]=1[C:6]1[CH:12]=[CH:11][CH:10]=[CH:9][C:7]=1[N:8]=[C:14]2[NH2:13], predict the reactants needed to synthesize it. The reactants are: [NH:1]1[CH2:5][CH2:4][N:3]=[C:2]1[C:6]1[CH:12]=[CH:11][CH:10]=[CH:9][C:7]=1[NH2:8].[N:13]#[C:14][Br:15]. (5) Given the product [Cl:33][C:29]1[CH:28]=[C:27]2[NH:26][C:25](=[O:34])[C@:17]3([C@@H:16]([C:35]4[CH:40]=[CH:39][CH:38]=[C:37]([Cl:41])[C:36]=4[F:42])[C@H:15]([C:13]([NH:12][C:7]4[C:8]([O:10][CH3:11])=[CH:9][C:4]([C:3]([OH:44])=[O:2])=[C:5]([F:43])[CH:6]=4)=[O:14])[NH:19][C@H:18]3[CH2:20][C:21]([CH3:23])([CH3:22])[CH3:24])[C:32]2=[CH:31][CH:30]=1, predict the reactants needed to synthesize it. The reactants are: C[O:2][C:3](=[O:44])[C:4]1[CH:9]=[C:8]([O:10][CH3:11])[C:7]([NH:12][C:13]([C@@H:15]2[NH:19][C@@H:18]([CH2:20][C:21]([CH3:24])([CH3:23])[CH3:22])[C@:17]3([C:32]4[C:27](=[CH:28][C:29]([Cl:33])=[CH:30][CH:31]=4)[NH:26][C:25]3=[O:34])[C@H:16]2[C:35]2[CH:40]=[CH:39][CH:38]=[C:37]([Cl:41])[C:36]=2[F:42])=[O:14])=[CH:6][C:5]=1[F:43].Cl. (6) The reactants are: [CH3:1][S:2]([C:5]1[CH:10]=[CH:9][C:8]([C:11]2[CH:16]=[CH:15][C:14]([O:17][CH2:18][CH:19]3[CH2:24][CH2:23][N:22]([C:25]([C:27]4([C:32]([F:35])([F:34])[F:33])[CH2:31][CH2:30][CH2:29][CH2:28]4)=O)[CH2:21][CH2:20]3)=[CH:13][CH:12]=2)=[CH:7][CH:6]=1)(=[O:4])=[O:3].[H-].[H-].[H-].[H-].[Li+].[Al+3].O. Given the product [CH3:1][S:2]([C:5]1[CH:10]=[CH:9][C:8]([C:11]2[CH:12]=[CH:13][C:14]([O:17][CH2:18][CH:19]3[CH2:20][CH2:21][N:22]([CH2:25][C:27]4([C:32]([F:34])([F:35])[F:33])[CH2:28][CH2:29][CH2:30][CH2:31]4)[CH2:23][CH2:24]3)=[CH:15][CH:16]=2)=[CH:7][CH:6]=1)(=[O:4])=[O:3], predict the reactants needed to synthesize it. (7) Given the product [F:1][C:2]1[CH:3]=[C:4]([C:9]2[N:13]3[C:14]([CH3:18])=[CH:15][CH:16]=[CH:17][C:12]3=[N:11][C:10]=2[CH:19]([NH2:28])[CH3:20])[CH:5]=[C:6]([F:8])[CH:7]=1, predict the reactants needed to synthesize it. The reactants are: [F:1][C:2]1[CH:3]=[C:4]([C:9]2[N:13]3[C:14]([CH3:18])=[CH:15][CH:16]=[CH:17][C:12]3=[N:11][C:10]=2[C:19](=O)[CH3:20])[CH:5]=[C:6]([F:8])[CH:7]=1.C([O-])(=O)C.[NH4+].C([BH3-])#[N:28].[Na+]. (8) Given the product [NH2:10][C:11]1([CH3:25])[CH2:16][CH2:15][N:14]([C:17]2[CH:18]=[N:19][CH:20]=[C:21]([C:23]#[N:24])[CH:22]=2)[CH2:13][CH2:12]1, predict the reactants needed to synthesize it. The reactants are: C(OC(=O)[NH:10][C:11]1([CH3:25])[CH2:16][CH2:15][N:14]([C:17]2[CH:18]=[N:19][CH:20]=[C:21]([C:23]#[N:24])[CH:22]=2)[CH2:13][CH2:12]1)C1C=CC=CC=1.C([O-])=O.[NH4+]. (9) Given the product [CH3:1][C:2]1[N:3]([CH2:14][C:15]([O:17][CH2:18][CH3:19])=[O:16])[C:4]2[CH2:5][C:6]([CH3:13])([CH3:12])[CH2:7][CH2:8][C:9]=2[CH:10]=1, predict the reactants needed to synthesize it. The reactants are: [CH3:1][C:2]1[N:3]([CH2:14][C:15]([O:17][CH2:18][CH3:19])=[O:16])[C:4]2[CH2:5][C:6]([CH3:13])([CH3:12])[CH2:7][C:8](=O)[C:9]=2[CH:10]=1.C(O)C. (10) Given the product [CH:1]([C:4]1[N:8]=[C:7]([C:9]2[C:10]3[CH2:18][CH2:17][CH2:16][CH2:15][C:11]=3[S:12][C:13]=2[NH:14][C:30]([C:20]2[CH:19]3[CH2:26][CH2:25][CH:22]([CH2:23][CH2:24]3)[C:21]=2[C:27]([OH:29])=[O:28])=[O:31])[O:6][N:5]=1)([CH3:3])[CH3:2], predict the reactants needed to synthesize it. The reactants are: [CH:1]([C:4]1[N:8]=[C:7]([C:9]2[C:10]3[CH2:18][CH2:17][CH2:16][CH2:15][C:11]=3[S:12][C:13]=2[NH2:14])[O:6][N:5]=1)([CH3:3])[CH3:2].[CH:19]12[CH2:26][CH2:25][CH:22]([CH2:23][CH2:24]1)[C:21]1[C:27]([O:29][C:30](=[O:31])[C:20]2=1)=[O:28].